From a dataset of Reaction yield outcomes from USPTO patents with 853,638 reactions. Predict the reaction yield, written as a fraction of the theoretical maximum amount of product (1.0 means a 100% yield; for example, 0.34 means a 34% yield). (1) The reactants are [F:1][C:2]1[CH:3]=[C:4]([C:22]2[CH:26]=[CH:25][N:24]([Si](C(C)C)(C(C)C)C(C)C)[CH:23]=2)[C:5]2[O:9][C:8]([C:10](=[O:12])[CH3:11])=[C:7]([CH2:13][C:14]3[CH:19]=[CH:18][CH:17]=[C:16]([F:20])[CH:15]=3)[C:6]=2[CH:21]=1.O.[F-].C([N+](CCCC)(CCCC)CCCC)CCC. The catalyst is O1CCCC1. The product is [F:1][C:2]1[CH:3]=[C:4]([C:22]2[CH:26]=[CH:25][NH:24][CH:23]=2)[C:5]2[O:9][C:8]([C:10](=[O:12])[CH3:11])=[C:7]([CH2:13][C:14]3[CH:19]=[CH:18][CH:17]=[C:16]([F:20])[CH:15]=3)[C:6]=2[CH:21]=1. The yield is 0.790. (2) The reactants are [F:1][C:2]1([F:15])[CH2:8][C@H:7]2[C@:5]([C:9]3[N:13]([CH3:14])[N:12]=[CH:11][CH:10]=3)([O:6]2)[CH2:4][CH2:3]1. The product is [F:15][C:2]1([F:1])[CH2:8][C@H:7]([OH:6])[C@@H:5]([C:9]2[N:13]([CH3:14])[N:12]=[CH:11][CH:10]=2)[CH2:4][CH2:3]1. The yield is 0.420. The catalyst is [Ni].C(O)(C)C.